This data is from Catalyst prediction with 721,799 reactions and 888 catalyst types from USPTO. The task is: Predict which catalyst facilitates the given reaction. Reactant: [O:1]1[CH:5]=[CH:4][CH:3]=[C:2]1[C:6]1[O:7][C:8]([CH3:39])=[C:9]([CH2:11][O:12][C:13]2[CH:36]=[CH:35][C:16]([CH2:17][O:18][C:19]3[C:23](/[CH:24]=[CH:25]/[C:26](=[S:28])[NH2:27])=[CH:22][N:21]([C:29]4[CH:34]=[CH:33][CH:32]=[CH:31][CH:30]=4)[N:20]=3)=[CH:15][C:14]=2[O:37][CH3:38])[N:10]=1.Br[CH2:41][C:42](=O)[CH3:43].C(=O)([O-])O.[Na+]. Product: [O:1]1[CH:5]=[CH:4][CH:3]=[C:2]1[C:6]1[O:7][C:8]([CH3:39])=[C:9]([CH2:11][O:12][C:13]2[CH:36]=[CH:35][C:16]([CH2:17][O:18][C:19]3[C:23](/[CH:24]=[CH:25]/[C:26]4[S:28][CH:41]=[C:42]([CH3:43])[N:27]=4)=[CH:22][N:21]([C:29]4[CH:34]=[CH:33][CH:32]=[CH:31][CH:30]=4)[N:20]=3)=[CH:15][C:14]=2[O:37][CH3:38])[N:10]=1. The catalyst class is: 8.